From a dataset of Catalyst prediction with 721,799 reactions and 888 catalyst types from USPTO. Predict which catalyst facilitates the given reaction. (1) Reactant: CC(C[AlH]CC(C)C)C.C1(C)C=CC=CC=1.C([O:19][C:20](=O)/[C:21](/[C:29]1[CH:34]=[CH:33][C:32]([S:35]([CH3:38])(=[O:37])=[O:36])=[CH:31][CH:30]=1)=[CH:22]/[CH:23]1[CH2:28][CH2:27][CH2:26][CH2:25][CH2:24]1)C.CO. Product: [CH:23]1(/[CH:22]=[C:21](\[C:29]2[CH:34]=[CH:33][C:32]([S:35]([CH3:38])(=[O:37])=[O:36])=[CH:31][CH:30]=2)/[CH2:20][OH:19])[CH2:28][CH2:27][CH2:26][CH2:25][CH2:24]1. The catalyst class is: 299. (2) Reactant: [Cl:1][C:2]1[CH:7]=[C:6]([N+:8]([O-])=O)[CH:5]=[CH:4][C:3]=1[O:11][C:12]1[CH:17]=[CH:16][CH:15]=[C:14]([S:18]([CH2:21][CH:22]2[CH2:24][CH2:23]2)(=[O:20])=[O:19])[CH:13]=1.[Cl-].[Ca+2].[Cl-]. Product: [Cl:1][C:2]1[CH:7]=[C:6]([CH:5]=[CH:4][C:3]=1[O:11][C:12]1[CH:17]=[CH:16][CH:15]=[C:14]([S:18]([CH2:21][CH:22]2[CH2:23][CH2:24]2)(=[O:20])=[O:19])[CH:13]=1)[NH2:8]. The catalyst class is: 8. (3) Reactant: O.[NH2:2][NH2:3].[Br:4][C:5]1[CH:6]=[CH:7][C:8]([C:12]#[N:13])=[N:9][C:10]=1[CH3:11]. Product: [Br:4][C:5]1[CH:6]=[CH:7][C:8]([C:12](=[NH:13])[NH:2][NH2:3])=[N:9][C:10]=1[CH3:11]. The catalyst class is: 8. (4) Reactant: Cl[C:2]1[N:10]=[C:9]2[C:5]([NH:6][CH:7]=[N:8]2)=[C:4](Cl)[N:3]=1.C(OCC)(=O)C.O1C=CCCC1.Cl.CNC. Product: [N:3]1[CH:4]=[C:5]2[C:9]([N:8]=[CH:7][NH:6]2)=[N:10][CH:2]=1. The catalyst class is: 66. (5) Reactant: [C:1]([C:4]1[O:46][C:7]([CH2:8][N:9]([C:33]2[CH:38]=[CH:37][CH:36]=[C:35]([CH2:39][N:40]3[CH2:45][CH2:44][CH2:43][CH2:42][CH2:41]3)[CH:34]=2)[C:10](=[O:32])[CH2:11][CH2:12][N:13]2[CH2:17][CH2:16][N:15]([CH2:18][C:19]3[CH:24]=[C:23]([CH3:25])[CH:22]=[C:21]([CH3:26])[CH:20]=3)[C:14]2=[C:27]([C:30]#[N:31])[C:28]#[N:29])=[CH:6][CH:5]=1)([OH:3])=O.Cl.CN(C)CCCN=C=NCC.[CH3:59][S:60]([NH2:63])(=[O:62])=[O:61].O. Product: [CH3:59][S:60]([NH:63][C:1]([C:4]1[O:46][C:7]([CH2:8][N:9]([C:33]2[CH:38]=[CH:37][CH:36]=[C:35]([CH2:39][N:40]3[CH2:41][CH2:42][CH2:43][CH2:44][CH2:45]3)[CH:34]=2)[C:10](=[O:32])[CH2:11][CH2:12][N:13]2[CH2:17][CH2:16][N:15]([CH2:18][C:19]3[CH:24]=[C:23]([CH3:25])[CH:22]=[C:21]([CH3:26])[CH:20]=3)[C:14]2=[C:27]([C:28]#[N:29])[C:30]#[N:31])=[CH:6][CH:5]=1)=[O:3])(=[O:62])=[O:61]. The catalyst class is: 112.